This data is from Full USPTO retrosynthesis dataset with 1.9M reactions from patents (1976-2016). The task is: Predict the reactants needed to synthesize the given product. (1) Given the product [CH2:16]([N:13]1[CH2:12][CH2:11][N:10]([C:7]2[CH:6]=[CH:5][C:4]([N+:1]([O-:3])=[O:2])=[CH:9][N:8]=2)[CH2:15][CH2:14]1)[CH:31]([CH3:32])[CH3:35], predict the reactants needed to synthesize it. The reactants are: [N+:1]([C:4]1[CH:5]=[CH:6][C:7]([N:10]2[CH2:15][CH2:14][NH:13][CH2:12][CH2:11]2)=[N:8][CH:9]=1)([O-:3])=[O:2].[C:16](O[BH-](OC(=O)C)OC(=O)C)(=O)C.[Na+].O.[CH2:31]1[CH2:35]OC[CH2:32]1. (2) Given the product [Br:11][C:6]1[C:2]([OH:1])=[C:3]([C:7]([O:9][CH3:10])=[O:8])[S:4][CH:5]=1, predict the reactants needed to synthesize it. The reactants are: [OH:1][C:2]1[CH:6]=[CH:5][S:4][C:3]=1[C:7]([O:9][CH3:10])=[O:8].[Br:11]Br.OS([O-])=O.[Na+]. (3) Given the product [Br:12][CH2:9][C:3]1[CH:4]=[CH:5][C:6]([CH3:8])=[CH:7][C:2]=1[CH3:1], predict the reactants needed to synthesize it. The reactants are: [CH3:1][C:2]1[CH:7]=[C:6]([CH3:8])[CH:5]=[CH:4][C:3]=1[CH2:9]O.P(Br)(Br)[Br:12]. (4) Given the product [C:34]([O:33][C:31]([N:38]1[CH2:43][CH2:42][CH2:41][CH:40]([NH:44][C:60]([C:59]2[CH:58]=[CH:57][S:56][C:55]=2[NH:54][C:53]2[CH:52]=[CH:51][N:50]=[C:49]3[NH:45][CH:46]=[CH:47][C:48]=23)=[O:61])[CH2:39]1)=[O:32])([CH3:37])([CH3:36])[CH3:35], predict the reactants needed to synthesize it. The reactants are: C(OC(N1CCC(NC(C2SC=CC=2NC2C=CN=C3NC=CC=23)=O)C1)=O)(C)(C)C.[C:31]([N:38]1[CH2:43][CH2:42][CH2:41][CH:40]([NH2:44])[CH2:39]1)([O:33][C:34]([CH3:37])([CH3:36])[CH3:35])=[O:32].[NH:45]1[C:49]2=[N:50][CH:51]=[CH:52][C:53]([NH:54][C:55]3[S:56][CH:57]=[CH:58][C:59]=3[C:60](O)=[O:61])=[C:48]2[CH:47]=[CH:46]1. (5) Given the product [Cl:23][C:24]1[CH:25]=[C:26]([CH:27]=[CH:28][CH:29]=1)[O:30][C:2]1[N:10]=[CH:9][C:8]([F:11])=[CH:7][C:3]=1[C:4]([OH:6])=[O:5], predict the reactants needed to synthesize it. The reactants are: Cl[C:2]1[N:10]=[CH:9][C:8]([F:11])=[CH:7][C:3]=1[C:4]([OH:6])=[O:5].FC(F)(F)C1C=C(O)C=CC=1.[Cl:23][C:24]1[CH:25]=[C:26]([OH:30])[CH:27]=[CH:28][CH:29]=1. (6) Given the product [Br:21][C:18]1[NH:17][C:16]([C@@H:8]([NH2:7])[CH2:9][C:10]2[CH:11]=[CH:12][CH:13]=[CH:14][CH:15]=2)=[N:20][CH:19]=1, predict the reactants needed to synthesize it. The reactants are: C(OC(=O)[NH:7][C@H:8]([C:16]1[NH:17][C:18]([Br:21])=[CH:19][N:20]=1)[CH2:9][C:10]1[CH:15]=[CH:14][CH:13]=[CH:12][CH:11]=1)(C)(C)C.C(O)(C(F)(F)F)=O. (7) The reactants are: [OH:1][C:2]1[CH:7]=[CH:6][C:5](/[CH:8]=[CH:9]/[C:10](=[O:15])[CH2:11][C:12](=[O:14])[CH3:13])=[CH:4][C:3]=1[O:16][CH3:17].[H][H]. Given the product [OH:1][C:2]1[CH:7]=[CH:6][C:5]([CH2:8][CH2:9][C:10](=[O:15])[CH2:11][C:12](=[O:14])[CH3:13])=[CH:4][C:3]=1[O:16][CH3:17], predict the reactants needed to synthesize it. (8) Given the product [F:11][C:12]1[CH:19]=[CH:18][C:15]([CH:16]2[C:5]([C:6]([O:8][CH3:9])=[O:7])=[C:4]([CH2:3][O:2][CH3:1])[NH:23][C:21](=[O:22])[NH:20]2)=[CH:14][CH:13]=1, predict the reactants needed to synthesize it. The reactants are: [CH3:1][O:2][CH2:3][C:4](=O)[CH2:5][C:6]([O:8][CH3:9])=[O:7].[F:11][C:12]1[CH:19]=[CH:18][C:15]([CH:16]=O)=[CH:14][CH:13]=1.[NH2:20][C:21]([NH2:23])=[O:22].[O-]S(C(F)(F)F)(=O)=O.[Yb+3].[O-]S(C(F)(F)F)(=O)=O.[O-]S(C(F)(F)F)(=O)=O.